Task: Regression. Given two drug SMILES strings and cell line genomic features, predict the synergy score measuring deviation from expected non-interaction effect.. Dataset: NCI-60 drug combinations with 297,098 pairs across 59 cell lines (1) Drug 1: CC1OCC2C(O1)C(C(C(O2)OC3C4COC(=O)C4C(C5=CC6=C(C=C35)OCO6)C7=CC(=C(C(=C7)OC)O)OC)O)O. Drug 2: CC1=C2C(C(=O)C3(C(CC4C(C3C(C(C2(C)C)(CC1OC(=O)C(C(C5=CC=CC=C5)NC(=O)C6=CC=CC=C6)O)O)OC(=O)C7=CC=CC=C7)(CO4)OC(=O)C)O)C)OC(=O)C. Cell line: HT29. Synergy scores: CSS=26.3, Synergy_ZIP=-7.53, Synergy_Bliss=-9.38, Synergy_Loewe=-12.4, Synergy_HSA=-5.60. (2) Drug 1: CCC1=C2CN3C(=CC4=C(C3=O)COC(=O)C4(CC)O)C2=NC5=C1C=C(C=C5)O. Drug 2: C1=NC(=NC(=O)N1C2C(C(C(O2)CO)O)O)N. Cell line: MCF7. Synergy scores: CSS=22.5, Synergy_ZIP=-9.62, Synergy_Bliss=-5.90, Synergy_Loewe=-0.512, Synergy_HSA=-0.659. (3) Drug 1: C1=C(C(=O)NC(=O)N1)F. Drug 2: CN(C(=O)NC(C=O)C(C(C(CO)O)O)O)N=O. Cell line: SF-295. Synergy scores: CSS=31.6, Synergy_ZIP=-6.65, Synergy_Bliss=-4.69, Synergy_Loewe=-3.57, Synergy_HSA=-2.29. (4) Drug 1: COC1=CC(=CC(=C1O)OC)C2C3C(COC3=O)C(C4=CC5=C(C=C24)OCO5)OC6C(C(C7C(O6)COC(O7)C8=CC=CS8)O)O. Drug 2: C1CNP(=O)(OC1)N(CCCl)CCCl. Cell line: SK-MEL-28. Synergy scores: CSS=18.4, Synergy_ZIP=-5.93, Synergy_Bliss=0.149, Synergy_Loewe=-25.1, Synergy_HSA=0.0563. (5) Drug 1: COC1=CC(=CC(=C1O)OC)C2C3C(COC3=O)C(C4=CC5=C(C=C24)OCO5)OC6C(C(C7C(O6)COC(O7)C8=CC=CS8)O)O. Drug 2: CC1=C2C(C(=O)C3(C(CC4C(C3C(C(C2(C)C)(CC1OC(=O)C(C(C5=CC=CC=C5)NC(=O)OC(C)(C)C)O)O)OC(=O)C6=CC=CC=C6)(CO4)OC(=O)C)O)C)O. Cell line: CAKI-1. Synergy scores: CSS=62.7, Synergy_ZIP=-6.31, Synergy_Bliss=-4.59, Synergy_Loewe=-3.74, Synergy_HSA=0.556.